From a dataset of Peptide-MHC class II binding affinity with 134,281 pairs from IEDB. Regression. Given a peptide amino acid sequence and an MHC pseudo amino acid sequence, predict their binding affinity value. This is MHC class II binding data. The peptide sequence is VGSLQYLALTALITPKK. The MHC is HLA-DQA10102-DQB10602 with pseudo-sequence HLA-DQA10102-DQB10602. The binding affinity (normalized) is 0.439.